Task: Predict the reactants needed to synthesize the given product.. Dataset: Full USPTO retrosynthesis dataset with 1.9M reactions from patents (1976-2016) (1) Given the product [Br:1][C:2]1[CH:7]=[CH:6][C:5]([S:8]([N:11]2[CH2:16][CH2:15][C:14]([CH2:18][N:19]([CH:20]3[CH2:22][CH2:21]3)[C:26](=[O:27])[CH2:25][Cl:24])([OH:17])[CH:13]([F:23])[CH2:12]2)(=[O:9])=[O:10])=[CH:4][CH:3]=1, predict the reactants needed to synthesize it. The reactants are: [Br:1][C:2]1[CH:7]=[CH:6][C:5]([S:8]([N:11]2[CH2:16][CH2:15][C:14]([CH2:18][NH:19][CH:20]3[CH2:22][CH2:21]3)([OH:17])[CH:13]([F:23])[CH2:12]2)(=[O:10])=[O:9])=[CH:4][CH:3]=1.[Cl:24][CH2:25][C:26](Cl)=[O:27].CCN(C(C)C)C(C)C. (2) Given the product [NH2:1][C:2]1[C:3]2[C:10]([C:11]3[CH:12]=[CH:13][C:14]([Cl:17])=[CH:15][CH:16]=3)=[CH:9][N:8]([C:18]3[CH:19]=[C:20](/[CH:21]=[C:28](/[C:27]([N:31]4[CH2:35][CH2:34][CH2:33][CH2:32]4)=[O:26])\[C:29]#[N:30])[CH:23]=[CH:24][CH:25]=3)[C:4]=2[N:5]=[CH:6][N:7]=1, predict the reactants needed to synthesize it. The reactants are: [NH2:1][C:2]1[C:3]2[C:10]([C:11]3[CH:16]=[CH:15][C:14]([Cl:17])=[CH:13][CH:12]=3)=[CH:9][N:8]([C:18]3[CH:19]=[C:20]([CH:23]=[CH:24][CH:25]=3)[CH:21]=O)[C:4]=2[N:5]=[CH:6][N:7]=1.[O:26]=[C:27]([N:31]1[CH2:35][CH2:34][CH2:33][CH2:32]1)[CH2:28][C:29]#[N:30].N12CCCN=C1CCCCC2. (3) Given the product [F:17][C:14]1[CH:15]=[CH:16][C:9]2[NH:8][C:7](=[O:18])[CH2:6][C:5]3[CH:4]=[N:22][C:20]([CH3:21])=[N:23][C:11]=3[C:10]=2[CH:13]=1, predict the reactants needed to synthesize it. The reactants are: CN([CH:4]=[C:5]1[C:11](=O)[C:10]2[CH:13]=[C:14]([F:17])[CH:15]=[CH:16][C:9]=2[NH:8][C:7](=[O:18])[CH2:6]1)C.Cl.[C:20]([NH2:23])(=[NH:22])[CH3:21]. (4) Given the product [NH2:1][C:2]1[C:7]([F:8])=[C:6]([C:18]2[CH:19]=[CH:20][C:15]([Cl:14])=[C:16]([O:28][CH3:29])[C:17]=2[F:27])[N:5]=[C:4]([C:10]([O:12][CH3:13])=[O:11])[CH:3]=1, predict the reactants needed to synthesize it. The reactants are: [NH2:1][C:2]1[C:7]([F:8])=[C:6](Br)[N:5]=[C:4]([C:10]([O:12][CH3:13])=[O:11])[CH:3]=1.[Cl:14][C:15]1[CH:20]=[CH:19][C:18](B2OCCCO2)=[C:17]([F:27])[C:16]=1[O:28][CH3:29].[F-].[K+]. (5) Given the product [F:1][C:2]([F:10])([F:11])[C:3]1[CH:4]=[C:5]([NH:6][S:18]([C:12]2[CH:17]=[CH:16][CH:15]=[CH:14][CH:13]=2)(=[O:20])=[O:19])[CH:7]=[CH:8][CH:9]=1, predict the reactants needed to synthesize it. The reactants are: [F:1][C:2]([F:11])([F:10])[C:3]1[CH:4]=[C:5]([CH:7]=[CH:8][CH:9]=1)[NH2:6].[C:12]1([S:18](Cl)(=[O:20])=[O:19])[CH:17]=[CH:16][CH:15]=[CH:14][CH:13]=1. (6) Given the product [F:1][C:2]1[CH:7]=[CH:6][CH:5]=[CH:4][C:3]=1[CH2:8][C:9]([Cl:14])=[O:11], predict the reactants needed to synthesize it. The reactants are: [F:1][C:2]1[CH:7]=[CH:6][CH:5]=[CH:4][C:3]=1[CH2:8][C:9]([OH:11])=O.S(Cl)([Cl:14])=O. (7) Given the product [CH2:1]([O:3][C:4](=[O:32])[CH2:5][C:6]1[CH:7]=[N:8][CH:9]=[C:10]([C:12]2[CH:17]=[CH:16][C:15]([C:18]([F:19])([F:21])[F:20])=[CH:14][C:13]=2[CH2:22][N:23]([C:33](=[O:35])[CH3:34])[CH2:24][C:25]2[CH:30]=[N:29][C:28]([CH3:31])=[CH:27][N:26]=2)[CH:11]=1)[CH3:2], predict the reactants needed to synthesize it. The reactants are: [CH2:1]([O:3][C:4](=[O:32])[CH2:5][C:6]1[CH:7]=[N:8][CH:9]=[C:10]([C:12]2[CH:17]=[CH:16][C:15]([C:18]([F:21])([F:20])[F:19])=[CH:14][C:13]=2[CH2:22][NH:23][CH2:24][C:25]2[CH:30]=[N:29][C:28]([CH3:31])=[CH:27][N:26]=2)[CH:11]=1)[CH3:2].[C:33](Cl)(=[O:35])[CH3:34].